From a dataset of Full USPTO retrosynthesis dataset with 1.9M reactions from patents (1976-2016). Predict the reactants needed to synthesize the given product. (1) Given the product [Br:1][C:2]1[CH:3]=[CH:4][C:5]([CH:8]([OH:9])[C:11]([F:13])([F:12])[F:10])=[N:6][CH:7]=1, predict the reactants needed to synthesize it. The reactants are: [Br:1][C:2]1[CH:3]=[CH:4][C:5]([CH:8]=[O:9])=[N:6][CH:7]=1.[F:10][C:11]([Si](C)(C)C)([F:13])[F:12].[F-].C([N+](CCCC)(CCCC)CCCC)CCC. (2) The reactants are: COC1C=C([C:9]2[N:10]=[C:11]([NH:21][CH2:22][CH3:23])[S:12][C:13]=2[C:14]2[CH:19]=[CH:18][N:17]=[C:16]([Cl:20])[N:15]=2)C=CC=1.F[C:25]1[CH:26]=[C:27](N)[CH:28]=[CH:29][C:30]=1[O:31][CH:32]1[CH2:37]CN(CCS(C)(=O)=O)CC1.[CH3:45]C(O)C. Given the product [Cl:20][C:16]1[N:15]=[C:14]([C:13]2[S:12][C:11]([NH:21][CH2:22][CH3:23])=[N:10][C:9]=2[C:28]2[CH:27]=[C:26]([CH3:45])[CH:25]=[C:30]([O:31][CH2:32][CH3:37])[CH:29]=2)[CH:19]=[CH:18][N:17]=1, predict the reactants needed to synthesize it. (3) The reactants are: Br[CH:2]([C:14]1[CH:19]=[CH:18][CH:17]=[CH:16][CH:15]=1)[C:3]([C:5]1[C:13]2[C:8](=[CH:9][CH:10]=[CH:11][CH:12]=2)[NH:7][CH:6]=1)=[O:4].[CH3:20][O:21][C:22]1[CH:27]=[C:26]([NH2:28])[CH:25]=[C:24]([O:29][CH3:30])[N:23]=1. Given the product [CH3:30][O:29][C:24]1[CH:25]=[C:26]([NH:28][CH:2]([C:14]2[CH:19]=[CH:18][CH:17]=[CH:16][CH:15]=2)[C:3]([C:5]2[C:13]3[C:8](=[CH:9][CH:10]=[CH:11][CH:12]=3)[NH:7][CH:6]=2)=[O:4])[CH:27]=[C:22]([O:21][CH3:20])[N:23]=1, predict the reactants needed to synthesize it. (4) Given the product [Br:21][C:18]1[CH:19]=[CH:20][C:15]([NH:14][C:13]2[C:5]([C:3]([OH:4])=[O:2])=[CH:6][C:7]3[NH:11][CH:10]=[N:9][C:8]=3[C:12]=2[F:23])=[C:16]([Cl:22])[CH:17]=1, predict the reactants needed to synthesize it. The reactants are: C[O:2][C:3]([C:5]1[C:13]([NH:14][C:15]2[CH:20]=[CH:19][C:18]([Br:21])=[CH:17][C:16]=2[Cl:22])=[C:12]([F:23])[C:8]2[N:9]=[CH:10][NH:11][C:7]=2[CH:6]=1)=[O:4].[OH-].[Na+]. (5) Given the product [Cl:1][C:2]1[N:7]=[C:6]2[C:5]([N:10]=[C:14]([C:13]([F:18])([F:17])[F:12])[N:8]2[CH3:9])=[C:4]([Cl:11])[N:3]=1, predict the reactants needed to synthesize it. The reactants are: [Cl:1][C:2]1[N:7]=[C:6]([NH:8][CH3:9])[C:5]([NH2:10])=[C:4]([Cl:11])[N:3]=1.[F:12][C:13]([F:18])([F:17])[C:14](O)=O.